Dataset: CYP3A4 inhibition data for predicting drug metabolism from PubChem BioAssay. Task: Regression/Classification. Given a drug SMILES string, predict its absorption, distribution, metabolism, or excretion properties. Task type varies by dataset: regression for continuous measurements (e.g., permeability, clearance, half-life) or binary classification for categorical outcomes (e.g., BBB penetration, CYP inhibition). Dataset: cyp3a4_veith. The compound is Cc1cc(C(F)F)n2nc(C(=O)Nc3cccnc3Cl)nc2n1. The result is 0 (non-inhibitor).